Dataset: Catalyst prediction with 721,799 reactions and 888 catalyst types from USPTO. Task: Predict which catalyst facilitates the given reaction. (1) Reactant: [CH3:1][O:2][C:3]1[C:4]([CH3:34])=[C:5]([C:25]([O:32][CH3:33])=[C:26]([O:30][CH3:31])[C:27]=1[O:28][CH3:29])[CH2:6][C:7]1[C:8](OS(C(F)(F)F)(=O)=O)=[C:9]([CH:14]=[CH:15][CH:16]=1)[C:10]([O:12][CH3:13])=[O:11].C(=O)([O-])[O-].[Na+].[Na+].[Cl-].[Li+].B1([C:49]2[CH:54]=[CH:53][CH:52]=[N:51][CH:50]=2)OCCCO1. Product: [CH3:1][O:2][C:3]1[C:4]([CH3:34])=[C:5]([C:25]([O:32][CH3:33])=[C:26]([O:30][CH3:31])[C:27]=1[O:28][CH3:29])[CH2:6][C:7]1[C:8]([C:49]2[CH:50]=[N:51][CH:52]=[CH:53][CH:54]=2)=[C:9]([CH:14]=[CH:15][CH:16]=1)[C:10]([O:12][CH3:13])=[O:11]. The catalyst class is: 133. (2) Reactant: [C:1]([Si:5]([CH3:8])([CH3:7])Cl)([CH3:4])([CH3:3])[CH3:2].C(N(CC)CC)C.[S:16]1[CH:20]=[CH:19][C:18]([CH2:21][OH:22])=[CH:17]1. Product: [C:1]([Si:5]([CH3:8])([CH3:7])[O:22][CH2:21][C:18]1[CH:19]=[CH:20][S:16][CH:17]=1)([CH3:4])([CH3:3])[CH3:2]. The catalyst class is: 3. (3) Reactant: N[C:2]1[C:3]([C:16]#[N:17])=[CH:4][C:5]([C:12]([F:15])([F:14])[F:13])=[C:6]([CH:11]=1)[C:7]([O:9][CH3:10])=[O:8].[I:18]CI.N(OCCC(C)C)=O. Product: [C:16]([C:3]1[C:2]([I:18])=[CH:11][C:6]([C:7]([O:9][CH3:10])=[O:8])=[C:5]([C:12]([F:15])([F:14])[F:13])[CH:4]=1)#[N:17]. The catalyst class is: 356. (4) Reactant: [Cl:1][C:2]1[CH:7]=[CH:6][C:5]([CH2:8][C:9]2[C:18]3[C:13](=[CH:14][CH:15]=[CH:16][CH:17]=3)[C:12](=[O:19])[N:11]([CH:20]3[CH2:26][CH2:25][CH2:24][N:23](C(OC(C)(C)C)=O)[CH2:22][CH2:21]3)[N:10]=2)=[CH:4][CH:3]=1.Cl. Product: [Cl:1][C:2]1[CH:7]=[CH:6][C:5]([CH2:8][C:9]2[C:18]3[C:13](=[CH:14][CH:15]=[CH:16][CH:17]=3)[C:12](=[O:19])[N:11]([CH:20]3[CH2:26][CH2:25][CH2:24][NH:23][CH2:22][CH2:21]3)[N:10]=2)=[CH:4][CH:3]=1. The catalyst class is: 12. (5) Reactant: [C:1]([O:5][C:6](=[O:9])[NH:7][NH2:8])([CH3:4])([CH3:3])[CH3:2].CCN(C(C)C)C(C)C.Br[CH2:20][CH2:21][CH2:22][CH3:23]. Product: [C:1]([O:5][C:6]([NH:7][NH:8][CH2:20][CH2:21][CH2:22][CH3:23])=[O:9])([CH3:4])([CH3:3])[CH3:2]. The catalyst class is: 10. (6) Reactant: [Cl:1][C:2]1[CH:3]=[C:4]2[C:9](=[CH:10][CH:11]=1)[N:8]=[C:7]([CH3:12])[C:6]([C:13](=[O:15])[CH3:14])=[C:5]2[C:16]1[CH:21]=[CH:20][CH:19]=[CH:18][CH:17]=1.[BH4-].[Na+]. Product: [Cl:1][C:2]1[CH:3]=[C:4]2[C:9](=[CH:10][CH:11]=1)[N:8]=[C:7]([CH3:12])[C:6]([CH:13]([OH:15])[CH3:14])=[C:5]2[C:16]1[CH:21]=[CH:20][CH:19]=[CH:18][CH:17]=1. The catalyst class is: 5. (7) Product: [NH:3]1[C:7]2[CH:8]=[CH:9][CH:10]=[CH:11][C:6]=2[N:5]=[C:4]1[C@H:12]([NH2:21])[CH2:13][C:14]1[CH:15]=[CH:16][C:17]([CH3:20])=[CH:18][CH:19]=1. The catalyst class is: 135. Reactant: N#N.[NH:3]1[C:7]2[CH:8]=[CH:9][CH:10]=[CH:11][C:6]=2[N:5]=[C:4]1[C@H:12]([NH:21]C(=O)OC(C)(C)C)[CH2:13][C:14]1[CH:19]=[CH:18][C:17]([CH3:20])=[CH:16][CH:15]=1.Cl.